From a dataset of Full USPTO retrosynthesis dataset with 1.9M reactions from patents (1976-2016). Predict the reactants needed to synthesize the given product. (1) Given the product [F:25][C:24]([F:26])([F:27])[C:21]1[CH:22]=[CH:23][C:18]([CH2:17][O:3][C:4]2[C:13]3[C:8](=[CH:9][CH:10]=[CH:11][CH:12]=3)[C:7]([CH:14]=[O:15])=[CH:6][CH:5]=2)=[CH:19][CH:20]=1, predict the reactants needed to synthesize it. The reactants are: [H-].[Na+].[OH:3][C:4]1[C:13]2[C:8](=[CH:9][CH:10]=[CH:11][CH:12]=2)[C:7]([CH:14]=[O:15])=[CH:6][CH:5]=1.Br[CH2:17][C:18]1[CH:23]=[CH:22][C:21]([C:24]([F:27])([F:26])[F:25])=[CH:20][CH:19]=1.Cl. (2) Given the product [CH3:13][C:9]1[CH:10]=[C:11]2[C:6]([N:5]=[C:4]([N:14]3[CH2:19][CH2:18][NH:17][CH2:16][CH2:15]3)[C:3]3[N:12]2[N:25]=[N:2][N:1]=3)=[CH:7][CH:8]=1, predict the reactants needed to synthesize it. The reactants are: [NH:1]([C:3]1[C:4]([N:14]2[CH2:19][CH2:18][NH:17][CH2:16][CH2:15]2)=[N:5][C:6]2[C:11]([N:12]=1)=[CH:10][C:9]([CH3:13])=[CH:8][CH:7]=2)[NH2:2].ClC1C=C2C(=CC=1)N=C(N1CCNCC1)[N:25]=C2NN. (3) Given the product [CH3:20][S:17]([C:14]1([C:4]2[CH:5]=[C:6]([N:8]3[CH2:13][CH2:12][O:11][CH2:10][CH2:9]3)[N:7]=[C:2]([C:31]3[CH:32]=[CH:33][CH:34]=[C:35]4[C:30]=3[CH:29]=[CH:28][NH:27]4)[N:3]=2)[CH2:16][CH2:15]1)(=[O:19])=[O:18], predict the reactants needed to synthesize it. The reactants are: Cl[C:2]1[N:7]=[C:6]([N:8]2[CH2:13][CH2:12][O:11][CH2:10][CH2:9]2)[CH:5]=[C:4]([C:14]2([S:17]([CH3:20])(=[O:19])=[O:18])[CH2:16][CH2:15]2)[N:3]=1.C(=O)([O-])[O-].[Na+].[Na+].[NH:27]1[C:35]2[C:30](=[C:31](B(O)O)[CH:32]=[CH:33][CH:34]=2)[CH:29]=[CH:28]1.COCCOC. (4) Given the product [Br:1][C:2]1[CH:3]=[C:4]([C:8]([OH:10])([CH3:11])[CH3:9])[CH:5]=[CH:6][CH:7]=1, predict the reactants needed to synthesize it. The reactants are: [Br:1][C:2]1[CH:3]=[C:4]([C:8](=[O:10])[CH3:9])[CH:5]=[CH:6][CH:7]=1.[CH3:11][Mg]I.C(OCC)C.C(OCC)C.Cl. (5) Given the product [CH2:1]([O:3][C:4](=[O:20])[CH:5]([N:6]=[C:7]([C:14]1[CH:19]=[CH:18][CH:17]=[CH:16][CH:15]=1)[C:8]1[CH:9]=[CH:10][CH:11]=[CH:12][CH:13]=1)[C:24]1[CH:29]=[C:28]([CH3:30])[N:27]=[C:26]([N:31]2[CH:35]=[CH:34][N:33]=[CH:32]2)[N:25]=1)[CH3:2], predict the reactants needed to synthesize it. The reactants are: [CH2:1]([O:3][C:4](=[O:20])[CH2:5][N:6]=[C:7]([C:14]1[CH:19]=[CH:18][CH:17]=[CH:16][CH:15]=1)[C:8]1[CH:13]=[CH:12][CH:11]=[CH:10][CH:9]=1)[CH3:2].[H-].[Na+].Cl[C:24]1[CH:29]=[C:28]([CH3:30])[N:27]=[C:26]([N:31]2[CH:35]=[CH:34][N:33]=[CH:32]2)[N:25]=1.O.